This data is from B-cell epitopes from IEDB database with 3,159 antigens for binding position prediction. The task is: Token-level Classification. Given an antigen amino acid sequence, predict which amino acid positions are active epitope sites capable of antibody binding. Output is a list of indices for active positions. (1) Given the antigen sequence: MGGLSLLQLPRDKFRKSSFFVWVIILFQKAFSMPLGVVTNSTLEVTEIDQLVCKDHLASTDQLKSVGLNLEGSGVSTDIPSATKRWGFRSGVPPKVVSYEAGEWAENCYNLEIKKPDGSECLPPPPDGVRGFPRCRYVHKAQGTGPCPGDYAFHKDGAFFLYDRLASTVIYRGVNFAEGVIAFLILAKPKETFLQSPPIREAVNYTENTSSYYATSYLEYEIENFGAQHSTTLFKIDNNTFVRLDRPHTPQFLFQLNDTIHLHQQLSNTTGRLIWTLDANINADIGEWAFWENKKNLSEQLRGEELSFEALSLNETEDDDAASSRITKGRISDRATRQYSDLVPKNPPGMVPLHIPEGETTLPSQNSTEGRRVSVNTQETITETAATIIGTNGNHMQISTIGIRPSSSQIPSSSPTTAPSPEAQTPTTHTSGPSVMATEEPTTPPGSSPGPTTEAPTLTTPENITTAVKTVLPQESTSNGLITSTVTGILGSLGLRKRSR..., which amino acid positions are active epitope sites? The epitope positions are: [100, 101, 102, 103, 104, 105, 106, 107, 108, 109, 110, 111, 112, 113, 114]. The amino acids at these positions are: AGEWAENCYNLEIKK. (2) Given the antigen sequence: MGAGVLVLGASEPGNLSSAAPLPDGAATAARLLVPASPPASLLPPASESPEPLSQQWTAGMGLLMALIVLLIVAGNVLVIVAIAKTPRLQTLTNLFIMSLASADLVMGLLVVPFGATIVVWGRWEYGSFFCELWTSVDVLCVTASIETLCVIALDRYLAITSPFRYQSLLTRARARGLVCTVWAISALVSFLPILMHWWRAESDEARRCYNDPKCCDFVTNRAYAIASSVVSFYVPLCIMAFVYLRVFREAQKQVKKIDSCERRFLGGPARPPSPSPSPVPAPAPPPGPPRPAAAAATAPLANGRAGKRRALAPRGPARAEGAQDAGHHHGRLHALLAALLPGQRGEGLPPRAGARPPLRLLQLAGLRQLGLQPHHLLPQPRLPQGLPATALLRAQGCPPAPRDPRRPAARLGLSGPARTPAIARGRLGRRRRRCRRGHAARAPAGALGRLQRRGGGGQRLEPGRAVPPRLRLGIQGVGPGAGRGLRARLPRGTRRSVFT..., which amino acid positions are active epitope sites? The epitope positions are: [33, 34, 35, 36, 37, 38, 39, 40, 41, 42, 43, 44, 45, 46, 47, 48, 49, 50, 51, 52... (24 total positions)]. The amino acids at these positions are: VPASPPASLLPPASESPEPLSQQW. (3) Given the antigen sequence: MSKPHSEAGTAFIQTQQLHAAMADTFLEHMCRLDIDSPPITARNTGIICTIGPASRSVELKKGATLKITLDNAYMEKCDENILWLDYKNICKVVEVGSKIYVDDGLISLQVKQKGADFLVTEVENGGSLGSKKGVNLPGAAVDLPAVSEKDIQDLKFGVEQDVDMVFASFIRKASDVHEVRKVLGEKGKNIKIISKIENHEGVRRFDEILEASDGIMVARGDLGIEIPAEKVFLAQKMMIGRCNRAGKPVICATQMLESMIKKPRPTRAEGSDVANAVLDGADCIMLSGETAKGDYPLEAVRMQHLIAREAEAAIYHLQLFEELRRLAPITSDPTEATAVGAVEASFKCCSGAIIVLTKSGRSAHQVARYRPRAPIIAVTRNPQTARQAHLYRGIFPVLCKDPVQEAWAEDVDLRVNFAMNVGKARGFFKKGDVVIVLTGWRPGSGFTNTMRVVPVP, which amino acid positions are active epitope sites? The epitope positions are: [296, 297, 298, 299, 300, 301, 302, 303, 304, 305, 306, 307, 308, 309, 310]. The amino acids at these positions are: PLEAVRMQHLIAREA.